This data is from NCI-60 drug combinations with 297,098 pairs across 59 cell lines. The task is: Regression. Given two drug SMILES strings and cell line genomic features, predict the synergy score measuring deviation from expected non-interaction effect. (1) Drug 2: CN1C(=O)N2C=NC(=C2N=N1)C(=O)N. Cell line: OVCAR3. Drug 1: C1=CN(C(=O)N=C1N)C2C(C(C(O2)CO)O)O.Cl. Synergy scores: CSS=10.9, Synergy_ZIP=2.22, Synergy_Bliss=-0.105, Synergy_Loewe=-11.9, Synergy_HSA=-0.850. (2) Drug 1: C1CN1P(=S)(N2CC2)N3CC3. Drug 2: CS(=O)(=O)CCNCC1=CC=C(O1)C2=CC3=C(C=C2)N=CN=C3NC4=CC(=C(C=C4)OCC5=CC(=CC=C5)F)Cl. Cell line: ACHN. Synergy scores: CSS=36.1, Synergy_ZIP=-5.41, Synergy_Bliss=-0.0509, Synergy_Loewe=-1.34, Synergy_HSA=2.49. (3) Synergy scores: CSS=6.50, Synergy_ZIP=-1.98, Synergy_Bliss=2.47, Synergy_Loewe=0.618, Synergy_HSA=2.67. Cell line: NCI-H460. Drug 1: CC(C1=C(C=CC(=C1Cl)F)Cl)OC2=C(N=CC(=C2)C3=CN(N=C3)C4CCNCC4)N. Drug 2: C1CCC(CC1)NC(=O)N(CCCl)N=O. (4) Synergy scores: CSS=51.1, Synergy_ZIP=-0.399, Synergy_Bliss=2.95, Synergy_Loewe=4.95, Synergy_HSA=4.65. Cell line: DU-145. Drug 1: CC12CCC3C(C1CCC2=O)CC(=C)C4=CC(=O)C=CC34C. Drug 2: C1C(C(OC1N2C=NC3=C2NC=NCC3O)CO)O. (5) Drug 1: C(CC(=O)O)C(=O)CN.Cl. Drug 2: COCCOC1=C(C=C2C(=C1)C(=NC=N2)NC3=CC=CC(=C3)C#C)OCCOC.Cl. Cell line: MDA-MB-435. Synergy scores: CSS=-2.81, Synergy_ZIP=3.78, Synergy_Bliss=6.00, Synergy_Loewe=-1.62, Synergy_HSA=0.189. (6) Drug 2: CC1=C2C(C(=O)C3(C(CC4C(C3C(C(C2(C)C)(CC1OC(=O)C(C(C5=CC=CC=C5)NC(=O)C6=CC=CC=C6)O)O)OC(=O)C7=CC=CC=C7)(CO4)OC(=O)C)O)C)OC(=O)C. Drug 1: CNC(=O)C1=CC=CC=C1SC2=CC3=C(C=C2)C(=NN3)C=CC4=CC=CC=N4. Synergy scores: CSS=24.2, Synergy_ZIP=-6.01, Synergy_Bliss=2.01, Synergy_Loewe=-11.8, Synergy_HSA=0.953. Cell line: MALME-3M. (7) Drug 1: CN(CCCl)CCCl.Cl. Drug 2: C1CC(=O)NC(=O)C1N2C(=O)C3=CC=CC=C3C2=O. Cell line: LOX IMVI. Synergy scores: CSS=28.8, Synergy_ZIP=-10.3, Synergy_Bliss=-5.03, Synergy_Loewe=-10.5, Synergy_HSA=-3.50. (8) Drug 1: COC1=C(C=C2C(=C1)N=CN=C2NC3=CC(=C(C=C3)F)Cl)OCCCN4CCOCC4. Drug 2: COC1=C2C(=CC3=C1OC=C3)C=CC(=O)O2. Cell line: COLO 205. Synergy scores: CSS=12.1, Synergy_ZIP=-4.76, Synergy_Bliss=0.0664, Synergy_Loewe=-3.48, Synergy_HSA=0.511. (9) Drug 1: C1=CN(C(=O)N=C1N)C2C(C(C(O2)CO)O)O.Cl. Drug 2: C1CC(C1)(C(=O)O)C(=O)O.[NH2-].[NH2-].[Pt+2]. Cell line: HT29. Synergy scores: CSS=27.7, Synergy_ZIP=-1.95, Synergy_Bliss=-0.335, Synergy_Loewe=-32.9, Synergy_HSA=1.13.